This data is from Forward reaction prediction with 1.9M reactions from USPTO patents (1976-2016). The task is: Predict the product of the given reaction. (1) Given the reactants N1C=CC=CC=1.[CH2:7]([OH:11])[CH2:8][CH2:9][CH3:10].[Cl:12][C:13]1[CH:18]=[C:17]([Cl:19])[CH:16]=[CH:15][C:14]=1[O:20][P:21](Cl)(=[O:31])[O:22][C:23]1[CH:28]=[CH:27][C:26]([Cl:29])=[CH:25][C:24]=1[Cl:30], predict the reaction product. The product is: [P:21]([O:20][C:14]1[CH:15]=[CH:16][C:17]([Cl:19])=[CH:18][C:13]=1[Cl:12])([O:22][C:23]1[CH:28]=[CH:27][C:26]([Cl:29])=[CH:25][C:24]=1[Cl:30])([O:11][CH2:7][CH2:8][CH2:9][CH3:10])=[O:31]. (2) Given the reactants [Si:1]([O:8][CH2:9][C:10]1[CH:11]=[C:12]([CH2:16]O)[CH:13]=[CH:14][CH:15]=1)([C:4]([CH3:7])([CH3:6])[CH3:5])([CH3:3])[CH3:2].[Br:18]C(Br)(Br)Br.C1(P(C2C=CC=CC=2)C2C=CC=CC=2)C=CC=CC=1, predict the reaction product. The product is: [Si:1]([O:8][CH2:9][C:10]1[CH:11]=[C:12]([CH:13]=[CH:14][CH:15]=1)[CH2:16][Br:18])([C:4]([CH3:7])([CH3:6])[CH3:5])([CH3:3])[CH3:2].